This data is from hERG potassium channel inhibition data for cardiac toxicity prediction from Karim et al.. The task is: Regression/Classification. Given a drug SMILES string, predict its toxicity properties. Task type varies by dataset: regression for continuous values (e.g., LD50, hERG inhibition percentage) or binary classification for toxic/non-toxic outcomes (e.g., AMES mutagenicity, cardiotoxicity, hepatotoxicity). Dataset: herg_karim. (1) The drug is Nc1ccccc1NC(=O)c1ccc(-c2ncc(CNN3CCC3)cc2F)cc1. The result is 0 (non-blocker). (2) The drug is Cc1cccc(NC(=N)c2ccc(-c3ccc(Cl)cc3)o2)c1.Cl. The result is 1 (blocker). (3) The drug is O=C(NCC(=O)N1CCC(NC2CCC(O)(c3ccc(-c4ncccn4)cn3)CC2)C1)c1cccc(C(F)(F)F)c1. The result is 0 (non-blocker). (4) The compound is COc1cc(N2CCN(CCS(C)(=O)=O)CC2)ccc1Nc1ncc(Cl)c(-c2cnc3ccccn23)n1. The result is 1 (blocker). (5) The molecule is CS(=O)(=O)c1ccc(-c2cnc(NCc3ccco3)n3cnnc23)cc1. The result is 0 (non-blocker). (6) The drug is COC(=O)C1(CNC(=O)c2cc(Cl)cc(Cl)c2)CCN(CC2=Cc3ccccc3OC2(C)C)CC1. The result is 0 (non-blocker).